From a dataset of Peptide-MHC class II binding affinity with 134,281 pairs from IEDB. Regression. Given a peptide amino acid sequence and an MHC pseudo amino acid sequence, predict their binding affinity value. This is MHC class II binding data. (1) The peptide sequence is KELKGAYVYFASDAS. The MHC is DRB4_0101 with pseudo-sequence DRB4_0103. The binding affinity (normalized) is 0.805. (2) The peptide sequence is LIINWLQEALSSASL. The MHC is HLA-DPA10201-DPB11401 with pseudo-sequence HLA-DPA10201-DPB11401. The binding affinity (normalized) is 0.153.